Dataset: Full USPTO retrosynthesis dataset with 1.9M reactions from patents (1976-2016). Task: Predict the reactants needed to synthesize the given product. Given the product [CH3:29][O:30][C:31]1[N:36]=[CH:35][C:34]([C:2]2[N:10]=[C:9]3[C:5]([N:6]=[C:7]([CH2:12][N:13]4[CH2:18][CH2:17][N:16]([S:19]([CH3:22])(=[O:21])=[O:20])[CH2:15][CH2:14]4)[N:8]3[CH3:11])=[C:4]([N:23]3[CH2:28][CH2:27][O:26][CH2:25][CH2:24]3)[N:3]=2)=[CH:33][N:32]=1, predict the reactants needed to synthesize it. The reactants are: Cl[C:2]1[N:10]=[C:9]2[C:5]([N:6]=[C:7]([CH2:12][N:13]3[CH2:18][CH2:17][N:16]([S:19]([CH3:22])(=[O:21])=[O:20])[CH2:15][CH2:14]3)[N:8]2[CH3:11])=[C:4]([N:23]2[CH2:28][CH2:27][O:26][CH2:25][CH2:24]2)[N:3]=1.[CH3:29][O:30][C:31]1[N:36]=[CH:35][C:34](B(O)O)=[CH:33][N:32]=1.